From a dataset of Reaction yield outcomes from USPTO patents with 853,638 reactions. Predict the reaction yield, written as a fraction of the theoretical maximum amount of product (1.0 means a 100% yield; for example, 0.34 means a 34% yield). The reactants are C([O:3][C:4]([C:6]1[CH:7]([C:20]([F:23])([F:22])[F:21])[O:8][C:9]2[C:14]([CH:15]=1)=[CH:13][C:12]([Cl:16])=[CH:11][C:10]=2[C:17]#[C:18][CH3:19])=[O:5])C.C1COCC1.CCO.O.O[Li].O.Cl. The catalyst is O. The product is [Cl:16][C:12]1[CH:13]=[C:14]2[C:9](=[C:10]([C:17]#[C:18][CH3:19])[CH:11]=1)[O:8][CH:7]([C:20]([F:23])([F:21])[F:22])[C:6]([C:4]([OH:5])=[O:3])=[CH:15]2. The yield is 0.160.